From a dataset of Experimentally validated miRNA-target interactions with 360,000+ pairs, plus equal number of negative samples. Binary Classification. Given a miRNA mature sequence and a target amino acid sequence, predict their likelihood of interaction. (1) The miRNA is mmu-miR-1193-5p with sequence UGGUAGACCGGUGACGUACA. The protein sequence of the target gene is MNNLLCCALVFLDISIKWTTQETFPPKYLHYDEETSHQLLCDKCPPGTYLKQHCTAKWKTVCAPCPDHYYTDSWHTSDECLYCSPVCKELQYVKQECNRTHNRVCECKEGRYLEIEFCLKHRSCPPGFGVVQAGTPERNTVCKRCPDGFFSNETSSKAPCRKHTNCSVFGLLLTQKGNATHDNICSGNSESTQKCGIDVTLCEEAFFRFAVPTKFTPNWLSVLVDNLPGTKVNAESVERIKRQHSSQEQTFQLLKLWKHQNKDQDIVKKIIQDIDLCENSVQRHIGHANLTFEQLRSLME.... Result: 0 (no interaction). (2) The miRNA is hsa-miR-3659 with sequence UGAGUGUUGUCUACGAGGGCA. The protein sequence of the target gene is MATGSAQGNFTGHTKKTNGNNGTNGALVQSPSNQSALGAGGANSNGSAARVWGVATGSSSGLAHCSVSGGDGKMDTMIGDGRSQNCWGASNSNAGINLNLNPNANPAAWPVLGHEGTVATGNPSSICSPVSAIGQNMGNQNGNPTGTLGAWGNLLPQESTEPQTSTSQNVSFSAQPQNLNTDGPNNTNPMNSSPNPINAMQTNGLPNWGMAVGMGAIIPPHLQGLPGANGSSVSQVSGGSAEGISNSVWGLSPGNPATGNSNSGFSQGNGDTVNSALSAKQNGSSSAVQKEGSGGNAWDS.... Result: 0 (no interaction).